Dataset: Reaction yield outcomes from USPTO patents with 853,638 reactions. Task: Predict the reaction yield, written as a fraction of the theoretical maximum amount of product (1.0 means a 100% yield; for example, 0.34 means a 34% yield). (1) The reactants are [OH:1][C:2]1[CH:3]=[C:4]2[C:9](=[CH:10][CH:11]=1)[CH2:8][N:7]([C:12]([O:14][C:15]([CH3:18])([CH3:17])[CH3:16])=[O:13])[CH:6]([C:19]([O:21][CH3:22])=[O:20])[CH2:5]2.[Cl:23][C:24]1[CH:25]=[C:26](Br)[CH:27]=[CH:28][CH:29]=1.CC(C)(C(=O)CC(=O)C(C)(C)C)C.C([O-])([O-])=O.[Cs+].[Cs+]. The catalyst is CN1C(=O)CCC1.C(OC)(C)(C)C.Cl[Cu]. The product is [Cl:23][C:24]1[CH:29]=[C:28]([CH:27]=[CH:26][CH:25]=1)[O:1][C:2]1[CH:3]=[C:4]2[C:9](=[CH:10][CH:11]=1)[CH2:8][N:7]([C:12]([O:14][C:15]([CH3:16])([CH3:17])[CH3:18])=[O:13])[CH:6]([C:19]([O:21][CH3:22])=[O:20])[CH2:5]2. The yield is 0.500. (2) The reactants are [CH2:1]([C:3]1[CH:11]=[C:10]([CH3:12])[C:9](I)=[CH:8][C:4]=1[C:5]([OH:7])=[O:6])[CH3:2].[Li]CCCC.CN([CH:22]=[O:23])C. The catalyst is O1CCCC1. The product is [CH2:1]([C:3]1[CH:11]=[C:10]([CH3:12])[C:9]([CH:22]=[O:23])=[CH:8][C:4]=1[C:5]([OH:7])=[O:6])[CH3:2]. The yield is 0.140. (3) The reactants are Br[C:2]1[CH:10]=[C:9]2[C:5]([CH:6]=[CH:7][NH:8]2)=[C:4]([NH:11][S:12]([C:15]2[CH:20]=[CH:19][C:18]([O:21][CH3:22])=[CH:17][CH:16]=2)(=[O:14])=[O:13])[CH:3]=1.[B:23]1([B:23]2[O:27][C:26]([CH3:29])([CH3:28])[C:25]([CH3:31])([CH3:30])[O:24]2)[O:27][C:26]([CH3:29])([CH3:28])[C:25]([CH3:31])([CH3:30])[O:24]1.C([O-])(=O)C.[K+]. The catalyst is O1CCOCC1.C1(P(C2C=CC=CC=2)[C-]2C=CC=C2)C=CC=CC=1.[C-]1(P(C2C=CC=CC=2)C2C=CC=CC=2)C=CC=C1.[Fe+2]. The yield is 0.260. The product is [CH3:22][O:21][C:18]1[CH:19]=[CH:20][C:15]([S:12]([NH:11][C:4]2[CH:3]=[C:2]([B:23]3[O:27][C:26]([CH3:29])([CH3:28])[C:25]([CH3:31])([CH3:30])[O:24]3)[CH:10]=[C:9]3[C:5]=2[CH:6]=[CH:7][NH:8]3)(=[O:14])=[O:13])=[CH:16][CH:17]=1. (4) The reactants are [C:1]1([CH:7]([CH2:11][CH:12]([CH3:14])[CH3:13])[C:8](O)=[O:9])[CH:6]=[CH:5][CH:4]=[CH:3][CH:2]=1.COC1C=CC(C(C)C([NH2:26])=O)=CC=1. No catalyst specified. The product is [C:1]1([CH:7]([CH2:11][CH:12]([CH3:14])[CH3:13])[C:8]([NH2:26])=[O:9])[CH:6]=[CH:5][CH:4]=[CH:3][CH:2]=1. The yield is 0.940. (5) The reactants are [H-].[Na+].[O:3]=[C:4]([CH2:12][C:13]1[CH:18]=[CH:17][CH:16]=[CH:15][CH:14]=1)[CH2:5]P(=O)(OC)OC.[CH3:19][O:20][C:21](=[O:37])[CH2:22][O:23][CH2:24][C:25]#[C:26][CH2:27][N:28]1[C:33](=[O:34])[CH2:32][CH2:31][CH2:30][C@@H:29]1[CH:35]=O. The catalyst is C1COCC1. The product is [CH3:19][O:20][C:21](=[O:37])[CH2:22][O:23][CH2:24][C:25]#[C:26][CH2:27][N:28]1[C@@H:29](/[CH:35]=[CH:5]/[C:4](=[O:3])[CH2:12][C:13]2[CH:14]=[CH:15][CH:16]=[CH:17][CH:18]=2)[CH2:30][CH2:31][CH2:32][C:33]1=[O:34]. The yield is 0.310. (6) The reactants are [OH-].[Na+].C([O:5][C:6](=[O:21])[CH2:7][C:8]([NH:10][C:11]1[CH:16]=[CH:15][CH:14]=[CH:13][C:12]=1[S:17](=[O:20])(=[O:19])[NH2:18])=O)C.Cl. The catalyst is O. The product is [O:19]=[S:17]1(=[O:20])[C:12]2[CH:13]=[CH:14][CH:15]=[CH:16][C:11]=2[NH:10][C:8]([CH2:7][C:6]([OH:5])=[O:21])=[N:18]1. The yield is 0.717. (7) The product is [C:21]([O:24][CH2:25][C:26]1[C:27]([N:41]2[CH2:52][CH2:51][N:50]3[C:43](=[CH:44][C:45]4[CH2:46][C:47]([CH3:54])([CH3:53])[CH2:48][C:49]=43)[C:42]2=[O:55])=[N:28][CH:29]=[CH:30][C:31]=1[C:2]1[CH:3]=[C:4]([NH:10][C:11]2[CH:15]=[C:14]([CH3:16])[N:13]([CH:17]3[CH2:20][O:19][CH2:18]3)[N:12]=2)[C:5](=[O:9])[N:6]([CH3:8])[CH:7]=1)(=[O:23])[CH3:22]. The reactants are Br[C:2]1[CH:3]=[C:4]([NH:10][C:11]2[CH:15]=[C:14]([CH3:16])[N:13]([CH:17]3[CH2:20][O:19][CH2:18]3)[N:12]=2)[C:5](=[O:9])[N:6]([CH3:8])[CH:7]=1.[C:21]([O:24][CH2:25][C:26]1[C:27]([N:41]2[CH2:52][CH2:51][N:50]3[C:43](=[CH:44][C:45]4[CH2:46][C:47]([CH3:54])([CH3:53])[CH2:48][C:49]=43)[C:42]2=[O:55])=[N:28][CH:29]=[CH:30][C:31]=1B1OC(C)(C)C(C)(C)O1)(=[O:23])[CH3:22].CC(O[Na])=O.[O-]P([O-])([O-])=O.[K+].[K+].[K+]. The yield is 0.560. The catalyst is C1C=CC(P(C2C=CC=CC=2)[C-]2C=CC=C2)=CC=1.C1C=CC(P(C2C=CC=CC=2)[C-]2C=CC=C2)=CC=1.Cl[Pd]Cl.[Fe+2].O.C(#N)C.